Dataset: Reaction yield outcomes from USPTO patents with 853,638 reactions. Task: Predict the reaction yield, written as a fraction of the theoretical maximum amount of product (1.0 means a 100% yield; for example, 0.34 means a 34% yield). (1) The reactants are [Cl-].[CH2:2]([N+](CCCCCCCCCC)(C)C)CCCCCCCCC.C[C@H:26]([C:39]([O-:41])=[O:40])[C:27]1[CH:32]=[CH:31][C:30]2[CH:33]=[C:34](OC)[CH:35]=[CH:36][C:29]=2[CH:28]=1.[Na+]. The catalyst is O. The product is [CH3:2][O:41][C:39](=[O:40])[CH2:26][C:27]1[CH:32]=[CH:31][C:30]2[C:29](=[CH:36][CH:35]=[CH:34][CH:33]=2)[CH:28]=1. The yield is 0.950. (2) The product is [Br:1][C:2]1[CH:7]=[C:6]([CH3:13])[C:5]([CH2:8][CH2:9][OH:10])=[C:4]([CH3:11])[CH:3]=1. No catalyst specified. The reactants are [Br:1][C:2]1[CH:7]=[CH:6][C:5]([CH2:8][CH2:9][OH:10])=[C:4]([CH3:11])[CH:3]=1.Br[C:13]1C=C(C)C(C=C)=C(C)C=1.B1C2CCCC1CCC2. The yield is 0.620. (3) The reactants are [F:1][C:2]1[CH:14]=[CH:13][C:5]([CH:6]=[C:7]2[CH2:11][CH2:10][NH:9][C:8]2=[O:12])=[CH:4][CH:3]=1.CO. The catalyst is [Ir].ClCCl. The product is [F:1][C:2]1[CH:14]=[CH:13][C:5]([CH2:6][CH:7]2[CH2:11][CH2:10][NH:9][C:8]2=[O:12])=[CH:4][CH:3]=1. The yield is 1.00.